The task is: Predict the reaction yield, written as a fraction of the theoretical maximum amount of product (1.0 means a 100% yield; for example, 0.34 means a 34% yield).. This data is from Reaction yield outcomes from USPTO patents with 853,638 reactions. The reactants are [CH3:1][C:2]1[CH:3]=[C:4]([C:9]2[N:10]=[C:11]([NH2:20])[S:12][C:13]=2[C:14]2[CH:19]=[CH:18][N:17]=[CH:16][CH:15]=2)[CH:5]=[C:6]([CH3:8])[CH:7]=1.Cl.[C:22](Cl)(=[O:29])[C:23]1[CH:28]=[CH:27][CH:26]=[N:25][CH:24]=1.C(=O)([O-])O.[Na+]. The catalyst is CN(C)C1C=CN=CC=1.CN(C)C(=O)C. The product is [CH3:1][C:2]1[CH:3]=[C:4]([C:9]2[N:10]=[C:11]([NH:20][C:22](=[O:29])[C:23]3[CH:28]=[CH:27][CH:26]=[N:25][CH:24]=3)[S:12][C:13]=2[C:14]2[CH:19]=[CH:18][N:17]=[CH:16][CH:15]=2)[CH:5]=[C:6]([CH3:8])[CH:7]=1. The yield is 0.610.